From a dataset of Merck oncology drug combination screen with 23,052 pairs across 39 cell lines. Regression. Given two drug SMILES strings and cell line genomic features, predict the synergy score measuring deviation from expected non-interaction effect. (1) Drug 1: O=P1(N(CCCl)CCCl)NCCCO1. Cell line: A2058. Drug 2: NC(=O)c1cccc2cn(-c3ccc(C4CCCNC4)cc3)nc12. Synergy scores: synergy=8.51. (2) Drug 1: C=CCn1c(=O)c2cnc(Nc3ccc(N4CCN(C)CC4)cc3)nc2n1-c1cccc(C(C)(C)O)n1. Drug 2: NC1CCCCC1N.O=C(O)C(=O)O.[Pt+2]. Cell line: CAOV3. Synergy scores: synergy=2.87.